Task: Predict the product of the given reaction.. Dataset: Forward reaction prediction with 1.9M reactions from USPTO patents (1976-2016) (1) Given the reactants [CH2:1]([NH:3][C:4]([C:6]1[CH:10]=[C:9]([C:11]2[CH:16]=[C:15]([Cl:17])[C:14]([O:18][CH2:19][C:20]3[CH:25]=[CH:24][CH:23]=[CH:22][CH:21]=3)=[CH:13][C:12]=2[O:26][CH2:27][C:28]2[CH:33]=[CH:32][CH:31]=[CH:30][CH:29]=2)[O:8][N:7]=1)=[O:5])[CH3:2].[I:34]N1C(=O)CCC1=O.[N+]([O-])([O-])=O.[Ce+4].[NH4+].[N+]([O-])([O-])=O.[N+]([O-])([O-])=O.[N+]([O-])([O-])=O.[N+]([O-])([O-])=O, predict the reaction product. The product is: [CH2:1]([NH:3][C:4]([C:6]1[C:10]([I:34])=[C:9]([C:11]2[CH:16]=[C:15]([Cl:17])[C:14]([O:18][CH2:19][C:20]3[CH:25]=[CH:24][CH:23]=[CH:22][CH:21]=3)=[CH:13][C:12]=2[O:26][CH2:27][C:28]2[CH:33]=[CH:32][CH:31]=[CH:30][CH:29]=2)[O:8][N:7]=1)=[O:5])[CH3:2]. (2) Given the reactants S(=O)(=O)(O)O.CC(C)=[O:8].OS(O)(=O)=O.O=[Cr](=O)=O.[OH:19][CH2:20][CH2:21][CH2:22][O:23][C:24]1[CH:33]=[CH:32][C:27]([C:28]([O:30][CH3:31])=[O:29])=[C:26]([O:34][CH3:35])[CH:25]=1.S([O-])([O-])=O.[Na+].[Na+], predict the reaction product. The product is: [CH3:35][O:34][C:26]1[CH:25]=[C:24]([CH:33]=[CH:32][C:27]=1[C:28]([O:30][CH3:31])=[O:29])[O:23][CH2:22][CH2:21][C:20]([OH:8])=[O:19]. (3) Given the reactants [NH2:1][C:2]1[CH:3]=[C:4]([C:9]2[CH:10]=[CH:11][C:12]3[O:18][CH2:17][CH2:16][N:15]([C:19]([C:21]4[CH:26]=[CH:25][C:24]([S:27]([CH3:30])(=[O:29])=[O:28])=[C:23]([F:31])[C:22]=4[CH2:32][CH3:33])=[O:20])[CH2:14][C:13]=3[CH:34]=2)[CH:5]=[CH:6][C:7]=1[NH2:8].[C:35](O)(=O)[CH2:36][OH:37].[OH-].[Na+], predict the reaction product. The product is: [CH2:32]([C:22]1[C:23]([F:31])=[C:24]([S:27]([CH3:30])(=[O:28])=[O:29])[CH:25]=[CH:26][C:21]=1[C:19]([N:15]1[CH2:14][C:13]2[CH:34]=[C:9]([C:4]3[CH:5]=[CH:6][C:7]4[N:8]=[C:35]([CH2:36][OH:37])[NH:1][C:2]=4[CH:3]=3)[CH:10]=[CH:11][C:12]=2[O:18][CH2:17][CH2:16]1)=[O:20])[CH3:33].